From a dataset of Full USPTO retrosynthesis dataset with 1.9M reactions from patents (1976-2016). Predict the reactants needed to synthesize the given product. (1) Given the product [N:17]1[CH:18]=[CH:19][C:14]([CH2:13][C:25]([C:24]2[CH:23]=[C:22]([CH:33]=[CH:32][CH:31]=2)[C:20]#[N:21])=[O:26])=[CH:15][N:16]=1, predict the reactants needed to synthesize it. The reactants are: C(NC(C)C)(C)C.[Li]CCCC.[CH3:13][C:14]1[CH:19]=[CH:18][N:17]=[N:16][CH:15]=1.[C:20]([C:22]1[CH:23]=[C:24]([CH:31]=[CH:32][CH:33]=1)[C:25](N(OC)C)=[O:26])#[N:21].[Cl-].[NH4+]. (2) Given the product [Br:1][C:2]1[CH:7]=[CH:6][C:5]([S:8]([NH:19][C@@H:20]([CH3:23])[CH2:21][OH:22])(=[O:10])=[O:9])=[CH:4][CH:3]=1, predict the reactants needed to synthesize it. The reactants are: [Br:1][C:2]1[CH:7]=[CH:6][C:5]([S:8](Cl)(=[O:10])=[O:9])=[CH:4][CH:3]=1.C(N(CC)CC)C.[NH2:19][C@H:20]([CH3:23])[CH2:21][OH:22].